This data is from Full USPTO retrosynthesis dataset with 1.9M reactions from patents (1976-2016). The task is: Predict the reactants needed to synthesize the given product. (1) Given the product [N:37]1[CH:38]=[CH:39][CH:40]=[C:35]([O:34][CH2:61][CH2:60][CH2:59][N:52]2[C:53]3[C:58](=[CH:57][CH:56]=[CH:55][CH:54]=3)[C:50]([C:48]3[NH:47][C:43]4=[N:44][CH:45]=[CH:46][N:41]=[C:42]4[CH:49]=3)=[CH:51]2)[CH:36]=1, predict the reactants needed to synthesize it. The reactants are: CC(OC(/N=N/C(OC(C)C)=O)=O)C.C1(P(C2C=CC=CC=2)C2C=CC=CC=2)C=CC=CC=1.[OH:34][C:35]1[CH:36]=[N:37][CH:38]=[CH:39][CH:40]=1.[N:41]1[CH:46]=[CH:45][N:44]=[C:43]2[NH:47][C:48]([C:50]3[C:58]4[C:53](=[CH:54][CH:55]=[CH:56][CH:57]=4)[N:52]([CH2:59][CH2:60][CH2:61]O)[CH:51]=3)=[CH:49][C:42]=12. (2) Given the product [CH3:24][C:23]([NH:26][C:27](=[O:28])[NH:1][C:2]1[CH:19]=[CH:18][CH:17]=[C:4]([CH2:5][C:6]2[C:15]3[CH2:14][CH2:13][CH2:12][CH2:11][C:10]=3[C:9](=[O:16])[NH:8][N:7]=2)[CH:3]=1)([CH3:25])[C:22]([O:21][CH3:20])=[O:29], predict the reactants needed to synthesize it. The reactants are: [NH2:1][C:2]1[CH:3]=[C:4]([CH:17]=[CH:18][CH:19]=1)[CH2:5][C:6]1[C:15]2[CH2:14][CH2:13][CH2:12][CH2:11][C:10]=2[C:9](=[O:16])[NH:8][N:7]=1.[CH3:20][O:21][C:22](=[O:29])[C:23]([N:26]=[C:27]=[O:28])([CH3:25])[CH3:24]. (3) The reactants are: [C:1]([N:4]1[CH2:9][CH2:8][CH2:7][CH:6]([O:10][C:11]2[C:12]([CH3:20])=[C:13]3[C:17](=[CH:18][CH:19]=2)[NH:16][N:15]=[CH:14]3)[CH2:5]1)(=O)[CH3:2].[H-].[Al+3].[Li+].[H-].[H-].[H-].O1CCCC1.[OH-].[Na+]. Given the product [CH2:1]([N:4]1[CH2:9][CH2:8][CH2:7][CH:6]([O:10][C:11]2[C:12]([CH3:20])=[C:13]3[C:17](=[CH:18][CH:19]=2)[NH:16][N:15]=[CH:14]3)[CH2:5]1)[CH3:2], predict the reactants needed to synthesize it.